This data is from Full USPTO retrosynthesis dataset with 1.9M reactions from patents (1976-2016). The task is: Predict the reactants needed to synthesize the given product. (1) Given the product [CH3:35][N:36]([CH3:37])[C:19](=[O:21])[CH2:18][NH:17][C:15]1[CH:14]=[CH:13][CH:12]=[C:11]([CH:10]([S:7]([C:2]2[CH:3]=[CH:4][CH:5]=[CH:6][N:1]=2)(=[O:9])=[O:8])[NH:22][CH2:23][C:24]2[CH:25]=[CH:26][C:27]([C:30]3[S:31][CH:32]=[CH:33][N:34]=3)=[CH:28][CH:29]=2)[N:16]=1, predict the reactants needed to synthesize it. The reactants are: [N:1]1[CH:6]=[CH:5][CH:4]=[CH:3][C:2]=1[S:7]([CH:10]([NH:22][CH2:23][C:24]1[CH:29]=[CH:28][C:27]([C:30]2[S:31][CH:32]=[CH:33][N:34]=2)=[CH:26][CH:25]=1)[C:11]1[N:16]=[C:15]([NH:17][CH2:18][C:19]([OH:21])=O)[CH:14]=[CH:13][CH:12]=1)(=[O:9])=[O:8].[CH3:35][NH:36][CH3:37].O1CCCC1.F[P-](F)(F)(F)(F)F.N1C2C=CC=C(OC(N(C)C)=[N+](C)C)C=2N=N1.ON1C2C=CC=CC=2N=N1.C(=O)([O-])O.[Na+]. (2) Given the product [O:2]=[C:3]1[N:12]([CH2:13][CH2:14][CH2:15][N:16]([CH2:20][CH2:21][CH2:22][CH2:23][N:24]([CH2:25][CH2:26][CH2:27][N:28]2[C:37](=[O:38])[C:36]3[C:31](=[CH:32][CH:33]=[CH:34][CH:35]=3)[NH:30][C:29]2=[O:39])[CH3:41])[C:17](=[O:19])[CH3:18])[C:11](=[O:40])[C:10]2[C:5](=[CH:6][CH:7]=[CH:8][CH:9]=2)[NH:4]1, predict the reactants needed to synthesize it. The reactants are: Cl.[O:2]=[C:3]1[N:12]([CH2:13][CH2:14][CH2:15][N:16]([CH2:20][CH2:21][CH2:22][CH2:23][NH:24][CH2:25][CH2:26][CH2:27][N:28]2[C:37](=[O:38])[C:36]3[C:31](=[CH:32][CH:33]=[CH:34][CH:35]=3)[NH:30][C:29]2=[O:39])[C:17](=[O:19])[CH3:18])[C:11](=[O:40])[C:10]2[C:5](=[CH:6][CH:7]=[CH:8][CH:9]=2)[NH:4]1.[CH2:41](N(CC)CC)C.C=O.[BH4-].[Na+]. (3) Given the product [C:15]1([N:25]2[CH2:30][CH2:29][N:28]([CH2:2][CH2:3][C:4]3[CH:5]=[C:6]4[C:10](=[CH:11][CH:12]=3)[NH:9][C:8](=[O:13])[CH2:7]4)[CH2:27][CH2:26]2)[C:24]2[C:19](=[CH:20][CH:21]=[CH:22][CH:23]=2)[CH:18]=[CH:17][CH:16]=1, predict the reactants needed to synthesize it. The reactants are: Cl[CH2:2][CH2:3][C:4]1[CH:5]=[C:6]2[C:10](=[CH:11][CH:12]=1)[NH:9][C:8](=[O:13])[CH2:7]2.Cl.[C:15]1([N:25]2[CH2:30][CH2:29][NH:28][CH2:27][CH2:26]2)[C:24]2[C:19](=[CH:20][CH:21]=[CH:22][CH:23]=2)[CH:18]=[CH:17][CH:16]=1.C(=O)([O-])[O-].[Na+].[Na+].[I-].[Na+].Cl.